From a dataset of Forward reaction prediction with 1.9M reactions from USPTO patents (1976-2016). Predict the product of the given reaction. Given the reactants [NH:1]1[CH2:6][CH2:5][O:4][CH2:3][CH2:2]1.[Br:7][C:8]1[CH:13]=[C:12](Cl)[N:11]=[C:10](Cl)[CH:9]=1.[C:16](=[O:19])([O-])[O-].[Cs+].[Cs+].O, predict the reaction product. The product is: [Br:7][C:8]1[CH:13]=[C:12]([N:1]2[CH2:6][CH2:5][O:4][CH2:3][CH2:2]2)[N:11]=[C:10]([N:1]2[CH2:6][CH2:16][O:19][CH2:3][CH2:2]2)[CH:9]=1.